Dataset: Full USPTO retrosynthesis dataset with 1.9M reactions from patents (1976-2016). Task: Predict the reactants needed to synthesize the given product. (1) Given the product [N:1]1([C:6]2[CH:7]=[CH:8][C:9]([NH:13][S:22]([C:19]3[CH:20]=[CH:21][C:16]([CH3:26])=[CH:17][CH:18]=3)(=[O:24])=[O:23])=[C:10]([NH:11][S:22]([C:19]3[CH:20]=[CH:21][C:16]([CH3:26])=[CH:17][CH:18]=3)(=[O:23])=[O:28])[CH:12]=2)[CH:5]=[CH:4][N:3]=[CH:2]1, predict the reactants needed to synthesize it. The reactants are: [N:1]1([C:6]2[CH:7]=[CH:8][C:9]([N+:13]([O-])=O)=[C:10]([CH:12]=2)[NH2:11])[CH:5]=[CH:4][N:3]=[CH:2]1.[C:16]1([CH3:26])[CH:21]=[CH:20][C:19]([S:22](Cl)(=[O:24])=[O:23])=[CH:18][CH:17]=1.Cl.[OH-:28].[Na+]. (2) Given the product [CH3:1][N:2]([CH3:16])[CH2:3][CH2:4][N:5]([CH3:15])[C:6]1[CH:11]=[CH:10][C:9]([NH2:12])=[CH:8][CH:7]=1, predict the reactants needed to synthesize it. The reactants are: [CH3:1][N:2]([CH3:16])[CH2:3][CH2:4][N:5]([CH3:15])[C:6]1[CH:11]=[CH:10][C:9]([N+:12]([O-])=O)=[CH:8][CH:7]=1. (3) Given the product [C:11]([O:15][C:16]([N:18]1[CH2:19][CH:20]=[C:21]([C:5]2[C:4]3[C:8](=[CH:9][CH:10]=[C:2]([F:1])[CH:3]=3)[NH:7][CH:6]=2)[CH2:22][CH2:23]1)=[O:17])([CH3:14])([CH3:12])[CH3:13], predict the reactants needed to synthesize it. The reactants are: [F:1][C:2]1[CH:3]=[C:4]2[C:8](=[CH:9][CH:10]=1)[NH:7][CH:6]=[CH:5]2.[C:11]([O:15][C:16]([N:18]1[CH2:23][CH2:22][C:21](=O)[CH2:20][CH2:19]1)=[O:17])([CH3:14])([CH3:13])[CH3:12].[OH-].[K+]. (4) Given the product [Cl:1][C:2]1[C:7]([Cl:8])=[CH:6][C:5]2[NH:9][C:16](=[O:15])[CH2:17][C:18]([C:19]3[CH:24]=[CH:23][CH:22]=[C:21]([C:25]4[CH:30]=[CH:29][N:28]=[C:27]([CH2:31][OH:32])[CH:26]=4)[CH:20]=3)=[N:10][C:4]=2[CH:3]=1, predict the reactants needed to synthesize it. The reactants are: [Cl:1][C:2]1[C:7]([Cl:8])=[CH:6][C:5]([NH2:9])=[C:4]([NH2:10])[CH:3]=1.C([O:15][C:16](=O)[CH2:17][C:18](=O)[C:19]1[CH:24]=[CH:23][CH:22]=[C:21]([C:25]2[CH:30]=[CH:29][N:28]=[C:27]([CH2:31][O:32]C3CCCCO3)[CH:26]=2)[CH:20]=1)(C)(C)C.C(O)(C(F)(F)F)=O.